The task is: Predict which catalyst facilitates the given reaction.. This data is from Catalyst prediction with 721,799 reactions and 888 catalyst types from USPTO. (1) Reactant: C(OC([NH:8][CH2:9][C:10]1[CH:15]=[CH:14][C:13]([CH2:16][C:17](=[O:22])[NH:18][CH:19]([CH3:21])[CH3:20])=[CH:12][CH:11]=1)=O)(C)(C)C.Cl.O1CCOCC1. Product: [CH:19]([NH:18][C:17]([CH2:16][C:13]1[CH:12]=[CH:11][C:10]([CH2:9][NH2:8])=[CH:15][CH:14]=1)=[O:22])([CH3:21])[CH3:20]. The catalyst class is: 2. (2) Reactant: [CH3:1][O:2][C:3]1[C:4](=[O:29])[C:5]([CH3:28])=[C:6]([CH2:12][C:13]2[CH:14]=[CH:15][C:16]([C:22]3[CH:27]=[CH:26][CH:25]=[CH:24][CH:23]=3)=[C:17]([CH:21]=2)[C:18](O)=[O:19])[C:7](=[O:11])[C:8]=1[O:9][CH3:10].[NH:30]1[CH2:35][CH2:34][O:33][CH2:32][CH2:31]1.CCN=C=NCCCN(C)C.Cl. Product: [CH3:1][O:2][C:3]1[C:4](=[O:29])[C:5]([CH3:28])=[C:6]([CH2:12][C:13]2[CH:14]=[CH:15][C:16]([C:22]3[CH:27]=[CH:26][CH:25]=[CH:24][CH:23]=3)=[C:17]([CH:21]=2)[C:18]([N:30]2[CH2:35][CH2:34][O:33][CH2:32][CH2:31]2)=[O:19])[C:7](=[O:11])[C:8]=1[O:9][CH3:10]. The catalyst class is: 143. (3) Reactant: [NH2:1][C:2]1[C:3]2[C:10]([C:11]3[CH:16]=[CH:15][CH:14]=[C:13]([O:17][CH2:18][C:19]4[CH:24]=[CH:23][CH:22]=[CH:21][CH:20]=4)[CH:12]=3)=[CH:9][N:8]([C@H:25]3[CH2:28][C@H:27]([CH2:29][N:30]4C(=O)C5C(=CC=CC=5)C4=O)[CH2:26]3)[C:4]=2[N:5]=[CH:6][N:7]=1.O.NN. Product: [NH2:30][CH2:29][C@H:27]1[CH2:26][C@H:25]([N:8]2[C:4]3[N:5]=[CH:6][N:7]=[C:2]([NH2:1])[C:3]=3[C:10]([C:11]3[CH:16]=[CH:15][CH:14]=[C:13]([O:17][CH2:18][C:19]4[CH:24]=[CH:23][CH:22]=[CH:21][CH:20]=4)[CH:12]=3)=[CH:9]2)[CH2:28]1. The catalyst class is: 8. (4) Reactant: [OH-].[Na+].C[O:4][C:5](=[O:25])[CH2:6][C:7]1[C:8]([CH3:24])=[N:9][N:10]([C:19]2[S:23][CH:22]=[N:21][CH:20]=2)[C:11]=1[C:12]1[CH:17]=[CH:16][C:15]([Cl:18])=[CH:14][CH:13]=1. Product: [Cl:18][C:15]1[CH:16]=[CH:17][C:12]([C:11]2[N:10]([C:19]3[S:23][CH:22]=[N:21][CH:20]=3)[N:9]=[C:8]([CH3:24])[C:7]=2[CH2:6][C:5]([OH:25])=[O:4])=[CH:13][CH:14]=1. The catalyst class is: 5.